The task is: Predict the reactants needed to synthesize the given product.. This data is from Full USPTO retrosynthesis dataset with 1.9M reactions from patents (1976-2016). (1) Given the product [CH3:1][C:2]1([CH3:28])[CH2:7][N:6]([S:8]([C:11]2[CH:17]=[CH:16][C:14]([CH3:15])=[CH:13][CH:12]=2)(=[O:10])=[O:9])[CH2:5][C:4]2[N:18]=[C:19]([C:20]3[CH:25]=[CH:24][CH:23]=[CH:22][N:21]=3)[O:27][C:3]1=2, predict the reactants needed to synthesize it. The reactants are: [CH3:1][C:2]1([CH3:28])[CH2:7][N:6]([S:8]([C:11]2[CH:17]=[CH:16][C:14]([CH3:15])=[CH:13][CH:12]=2)(=[O:10])=[O:9])[CH2:5][CH:4]([NH:18][C:19](=O)[C:20]2[CH:25]=[CH:24][CH:23]=[CH:22][N:21]=2)[C:3]1=[O:27].O1CCOCC1. (2) Given the product [NH2:1][C:2]1[C:3]2[C:11](=[O:12])[CH:10]=[CH:9][N:8]([CH:13]([C:15]3[CH:20]=[C:19]([Cl:21])[C:18]([CH3:22])=[C:17]([CH:23]4[CH2:26][NH:25][CH2:24]4)[C:16]=3[O:37][CH2:38][CH3:39])[CH3:14])[C:4]=2[N:5]=[CH:6][N:7]=1, predict the reactants needed to synthesize it. The reactants are: [NH2:1][C:2]1[C:3]2[C:11](=[O:12])[CH:10]=[CH:9][N:8]([CH:13]([C:15]3[C:16]([O:37][CH2:38][CH3:39])=[C:17]([CH:23]4[CH2:26][N:25](C(OCC5C=CC=CC=5)=O)[CH2:24]4)[C:18]([CH3:22])=[C:19]([Cl:21])[CH:20]=3)[CH3:14])[C:4]=2[N:5]=[CH:6][N:7]=1.Cl.O. (3) The reactants are: [CH:1]1([C:4]2[NH:13][C:7]3=[N+:8]([O-])[CH:9]=[CH:10][CH:11]=[C:6]3[CH:5]=2)[CH2:3][CH2:2]1.CS([Cl:18])(=O)=O.O.[OH-].[Na+]. Given the product [Cl:18][C:11]1[CH:10]=[CH:9][N:8]=[C:7]2[NH:13][C:4]([CH:1]3[CH2:3][CH2:2]3)=[CH:5][C:6]=12, predict the reactants needed to synthesize it. (4) The reactants are: [Cl:1][C:2]1[CH:7]=[C:6]([Cl:8])[N:5]=[N:4][C:3]=1[C:9]([O:11]C)=[O:10].[OH-].[Na+].Cl. Given the product [Cl:1][C:2]1[CH:7]=[C:6]([Cl:8])[N:5]=[N:4][C:3]=1[C:9]([OH:11])=[O:10], predict the reactants needed to synthesize it. (5) Given the product [ClH:19].[CH2:25]([S:29][C:3]1[CH:4]=[CH:5][C:6]2[N:7]([C:9]([CH:12]([CH3:14])[CH3:13])=[N:10][N:11]=2)[CH:8]=1)[CH2:26][CH2:27][CH3:28], predict the reactants needed to synthesize it. The reactants are: Cl.Br[C:3]1[CH:4]=[CH:5][C:6]2[N:7]([C:9]([CH:12]([CH3:14])[CH3:13])=[N:10][N:11]=2)[CH:8]=1.C([Mg][Cl:19])(C)C.C(OCC)C.[CH2:25]([S:29][S:29][CH2:25][CH2:26][CH2:27][CH3:28])[CH2:26][CH2:27][CH3:28]. (6) Given the product [C:32]1([CH2:31][CH2:30][CH2:29][CH:19]([NH:18][C:17]([CH:13]2[CH2:14][CH2:15][CH2:16][N:11]([CH2:10][CH:9]([OH:39])[CH:8]([NH2:7])[CH2:40][C:41]3[CH:46]=[CH:45][CH:44]=[CH:43][CH:42]=3)[CH2:12]2)=[O:38])[CH2:20][CH2:21][CH2:22][C:23]2[CH:28]=[CH:27][CH:26]=[CH:25][CH:24]=2)[CH:37]=[CH:36][CH:35]=[CH:34][CH:33]=1, predict the reactants needed to synthesize it. The reactants are: C(OC(=O)[NH:7][CH:8]([CH2:40][C:41]1[CH:46]=[CH:45][CH:44]=[CH:43][CH:42]=1)[CH:9]([OH:39])[CH2:10][N:11]1[CH2:16][CH2:15][CH2:14][CH:13]([C:17](=[O:38])[NH:18][CH:19]([CH2:29][CH2:30][CH2:31][C:32]2[CH:37]=[CH:36][CH:35]=[CH:34][CH:33]=2)[CH2:20][CH2:21][CH2:22][C:23]2[CH:28]=[CH:27][CH:26]=[CH:25][CH:24]=2)[CH2:12]1)(C)(C)C.FC(F)(F)C(O)=O. (7) Given the product [C:21]([O:20][C:18](=[O:19])[NH:17][C@@H:14]1[CH2:15][CH2:16][C@H:11]([NH2:10])[C@H:12]([CH2:25][S:26]([C:29]2[CH:34]=[CH:33][CH:32]=[CH:31][CH:30]=2)(=[O:28])=[O:27])[CH2:13]1)([CH3:24])([CH3:22])[CH3:23], predict the reactants needed to synthesize it. The reactants are: C(OC(=O)[NH:10][C@H:11]1[CH2:16][CH2:15][C@@H:14]([NH:17][C:18]([O:20][C:21]([CH3:24])([CH3:23])[CH3:22])=[O:19])[CH2:13][C@H:12]1[CH2:25][S:26]([C:29]1[CH:34]=[CH:33][CH:32]=[CH:31][CH:30]=1)(=[O:28])=[O:27])C1C=CC=CC=1.[H][H].